Dataset: Catalyst prediction with 721,799 reactions and 888 catalyst types from USPTO. Task: Predict which catalyst facilitates the given reaction. (1) Reactant: [N+:1]([C:4]1[CH:5]=[C:6]2[C:10](=[CH:11][CH:12]=1)[NH:9][N:8]=[C:7]2[NH2:13])([O-:3])=[O:2].CC(O)=O.[S:18]1[CH:22]=[CH:21][N:20]=[C:19]1[CH:23]=O.[BH3-]C#N.[Na+]. Product: [N+:1]([C:4]1[CH:5]=[C:6]2[C:10](=[CH:11][CH:12]=1)[NH:9][N:8]=[C:7]2[NH:13][CH2:23][C:19]1[S:18][CH:22]=[CH:21][N:20]=1)([O-:3])=[O:2]. The catalyst class is: 5. (2) Reactant: Cl.CN.C[CH2:5][N:6](C(C)C)C(C)C.[CH3:13][C:14]([C:18]1[N:22]([CH2:23][CH:24]2[CH2:29][CH2:28][O:27][CH2:26][CH2:25]2)[C:21]2[CH:30]=[CH:31][C:32]([S:34]([N:37]3[CH:41]=[C:40]([C:42]([OH:44])=O)[CH:39]=[N:38]3)(=[O:36])=[O:35])=[CH:33][C:20]=2[N:19]=1)([CH3:17])[CH2:15][CH3:16].CN(C(ON1N=NC2C=CC=NC1=2)=[N+](C)C)C.F[P-](F)(F)(F)(F)F. Product: [CH3:17][C:14]([C:18]1[N:22]([CH2:23][CH:24]2[CH2:25][CH2:26][O:27][CH2:28][CH2:29]2)[C:21]2[CH:30]=[CH:31][C:32]([S:34]([N:37]3[CH:41]=[C:40]([C:42]([NH:6][CH3:5])=[O:44])[CH:39]=[N:38]3)(=[O:35])=[O:36])=[CH:33][C:20]=2[N:19]=1)([CH3:13])[CH2:15][CH3:16]. The catalyst class is: 3.